Dataset: Forward reaction prediction with 1.9M reactions from USPTO patents (1976-2016). Task: Predict the product of the given reaction. (1) Given the reactants [C:1]1([NH:7][C:8](=[O:13])[CH2:9][C:10]([OH:12])=O)[CH:6]=[CH:5][CH:4]=[CH:3][CH:2]=1.[CH3:14][N:15]([CH2:19][C@@H:20]([NH:27][CH3:28])[C:21]1[CH:26]=[CH:25][CH:24]=[CH:23][CH:22]=1)[CH2:16][CH2:17][OH:18], predict the reaction product. The product is: [OH:18][CH2:17][CH2:16][N:15]([CH3:14])[CH2:19][C@@H:20]([N:27]([CH3:28])[C:10](=[O:12])[CH2:9][C:8]([NH:7][C:1]1[CH:2]=[CH:3][CH:4]=[CH:5][CH:6]=1)=[O:13])[C:21]1[CH:26]=[CH:25][CH:24]=[CH:23][CH:22]=1. (2) Given the reactants [NH4+:1].[OH-].[C:3]([C:5]1[CH:6]=[C:7]([S:11](Cl)(=[O:13])=[O:12])[CH:8]=[CH:9][CH:10]=1)#[N:4], predict the reaction product. The product is: [C:3]([C:5]1[CH:6]=[C:7]([S:11]([NH2:1])(=[O:13])=[O:12])[CH:8]=[CH:9][CH:10]=1)#[N:4]. (3) The product is: [CH3:32][O:33][C:27]1[CH:26]=[C:24]([NH:25][C:2]2[N:3]=[CH:4][C:5]3[CH2:11][N:10]([C:12]([C:14]4[CH:15]=[N:16][CH:17]=[CH:18][CH:19]=4)=[O:13])[CH2:9][CH2:8][C:6]=3[N:7]=2)[CH:23]=[C:22]([O:21][CH3:20])[CH:28]=1. Given the reactants Cl[C:2]1[N:3]=[CH:4][C:5]2[CH2:11][N:10]([C:12]([C:14]3[CH:15]=[N:16][CH:17]=[CH:18][CH:19]=3)=[O:13])[CH2:9][CH2:8][C:6]=2[N:7]=1.[CH3:20][O:21][C:22]1[CH:23]=[C:24]([CH:26]=[CH:27][C:28]=1OC)[NH2:25].C[CH2:32][O:33]C(C)=O, predict the reaction product.